This data is from Catalyst prediction with 721,799 reactions and 888 catalyst types from USPTO. The task is: Predict which catalyst facilitates the given reaction. (1) Reactant: [C:1](Cl)(=[O:4])[CH:2]=[CH2:3].Cl.[NH2:7][C@H:8]([C:14]([NH2:16])=[O:15])[CH2:9][CH2:10][C:11](=[O:13])[NH2:12].C(=O)([O-])[O-].[K+].[K+].N[C@H](C(N)=O)CCC(=O)N. Product: [C:1]([NH:16][C:14](=[O:15])[C@H:8]([CH2:9][CH2:10][C:11](=[O:13])[NH2:12])[NH2:7])(=[O:4])[CH:2]=[CH2:3]. The catalyst class is: 581. (2) Reactant: [Cl:1][C:2]1[CH:3]=[C:4]([C:27](=[O:39])[NH:28][CH2:29][C:30]2[C:31]([O:37][CH3:38])=[N:32][N:33]([CH3:36])[C:34]=2[CH3:35])[C:5]([CH3:26])=[C:6]([N:8]([CH2:24][CH3:25])[C@H:9]2[CH2:14][CH2:13][C@H:12]([N:15](C)[C:16](=O)OC(C)(C)C)[CH2:11][CH2:10]2)[CH:7]=1.C(O)(C(F)(F)F)=O.C(=O)(O)[O-]. Product: [Cl:1][C:2]1[CH:7]=[C:6]([N:8]([CH2:24][CH3:25])[C@H:9]2[CH2:10][CH2:11][C@H:12]([NH:15][CH3:16])[CH2:13][CH2:14]2)[C:5]([CH3:26])=[C:4]([CH:3]=1)[C:27]([NH:28][CH2:29][C:30]1[C:31]([O:37][CH3:38])=[N:32][N:33]([CH3:36])[C:34]=1[CH3:35])=[O:39]. The catalyst class is: 2. (3) Reactant: O.[OH-].[Li+].C(OP([CH:12]1[C:21](=[O:22])[N:20]2[C@H:15]([CH2:16][O:17][CH2:18][C@H:19]2[C:23]2[CH:28]=[C:27]([F:29])[C:26]([F:30])=[C:25]([F:31])[CH:24]=2)[CH2:14][CH2:13]1)(=O)OCC)C.[CH3:32][O:33][C:34]1[CH:35]=[C:36]([CH:39]=[CH:40][C:41]=1[N:42]1[CH:46]=[C:45]([CH3:47])[N:44]=[CH:43]1)[CH:37]=O.C(OCC)(=O)C. Product: [CH3:32][O:33][C:34]1[CH:35]=[C:36]([CH:39]=[CH:40][C:41]=1[N:42]1[CH:46]=[C:45]([CH3:47])[N:44]=[CH:43]1)/[CH:37]=[C:12]1\[CH2:13][CH2:14][C@@H:15]2[N:20]([C:21]\1=[O:22])[C@H:19]([C:23]1[CH:24]=[C:25]([F:31])[C:26]([F:30])=[C:27]([F:29])[CH:28]=1)[CH2:18][O:17][CH2:16]2. The catalyst class is: 738. (4) Reactant: [F:1][C:2]1[CH:7]=[CH:6][C:5]([CH:8]([OH:19])[CH2:9][CH2:10][CH:11]2[O:16][CH2:15][C:14]([CH3:18])([CH3:17])[CH2:13][O:12]2)=[CH:4][CH:3]=1.[Cr](Cl)([O-])(=O)=O.[NH+]1C=CC=CC=1. Product: [CH3:17][C:14]1([CH3:18])[CH2:13][O:12][CH:11]([CH2:10][CH2:9][C:8]([C:5]2[CH:4]=[CH:3][C:2]([F:1])=[CH:7][CH:6]=2)=[O:19])[O:16][CH2:15]1. The catalyst class is: 158. (5) Reactant: [CH3:1][S:2]([C:5]1[CH:12]=[CH:11][C:8]([CH2:9]Cl)=[CH:7][CH:6]=1)(=[O:4])=[O:3].[CH3:13][N:14](P(N(C)C)(N(C)C)=O)C.[C-]#N.[K+]. Product: [CH3:1][S:2]([C:5]1[CH:12]=[CH:11][C:8]([CH2:9][C:13]#[N:14])=[CH:7][CH:6]=1)(=[O:4])=[O:3]. The catalyst class is: 384. (6) Reactant: [N+:1]([C:4]1[CH:9]=[CH:8][C:7]([OH:10])=[CH:6][CH:5]=1)([O-:3])=[O:2].C([O-])([O-])=O.[K+].[K+].Cl[CH2:18][C:19]([O:21][CH3:22])=[O:20]. Product: [N+:1]([C:4]1[CH:9]=[CH:8][C:7]([O:10][CH2:18][C:19]([O:21][CH3:22])=[O:20])=[CH:6][CH:5]=1)([O-:3])=[O:2]. The catalyst class is: 21. (7) Reactant: [CH:1]1([N:7]([CH2:18][CH:19]2[CH2:21][CH2:20]2)[C:8]2[N:13]=[CH:12][N:11]=[C:10]([C:14]([O:16]C)=[O:15])[CH:9]=2)[CH2:6][CH2:5][CH2:4][CH2:3][CH2:2]1.O.[OH-].[Li+]. Product: [CH:1]1([N:7]([CH2:18][CH:19]2[CH2:20][CH2:21]2)[C:8]2[N:13]=[CH:12][N:11]=[C:10]([C:14]([OH:16])=[O:15])[CH:9]=2)[CH2:2][CH2:3][CH2:4][CH2:5][CH2:6]1. The catalyst class is: 636.